Dataset: Reaction yield outcomes from USPTO patents with 853,638 reactions. Task: Predict the reaction yield, written as a fraction of the theoretical maximum amount of product (1.0 means a 100% yield; for example, 0.34 means a 34% yield). (1) The reactants are [Li]C(C)(C)C.Br[C:7]1[CH:8]=[C:9]2[CH:15]=[N:14][NH:13][C:10]2=[CH:11][N:12]=1.CN([CH:19]=[O:20])C. The catalyst is C1COCC1. The product is [NH:13]1[C:10]2=[CH:11][N:12]=[C:7]([CH:19]=[O:20])[CH:8]=[C:9]2[CH:15]=[N:14]1. The yield is 0.500. (2) The reactants are [NH2:1][CH2:2][C:3]1[CH:4]=[C:5]([CH:26]=[CH:27][CH:28]=1)[C:6]([N:8]([CH2:17][C:18]1[CH:23]=[C:22]([Cl:24])[CH:21]=[C:20]([Cl:25])[CH:19]=1)[CH2:9][C:10]1[CH:15]=[CH:14][C:13]([F:16])=[CH:12][CH:11]=1)=[O:7].[F:29][C:30]1[CH:37]=[CH:36][C:33]([CH:34]=O)=[CH:32][CH:31]=1.C(O[BH-](OC(=O)C)OC(=O)C)(=O)C.[Na+].C([O-])(O)=O.[Na+]. The catalyst is C(Cl)Cl.CC(O)C. The product is [Cl:25][C:20]1[CH:19]=[C:18]([CH:23]=[C:22]([Cl:24])[CH:21]=1)[CH2:17][N:8]([CH2:9][C:10]1[CH:11]=[CH:12][C:13]([F:16])=[CH:14][CH:15]=1)[C:6](=[O:7])[C:5]1[CH:26]=[CH:27][CH:28]=[C:3]([CH2:2][NH:1][CH2:34][C:33]2[CH:36]=[CH:37][C:30]([F:29])=[CH:31][CH:32]=2)[CH:4]=1. The yield is 0.630.